This data is from Catalyst prediction with 721,799 reactions and 888 catalyst types from USPTO. The task is: Predict which catalyst facilitates the given reaction. (1) Reactant: [O:1]=[C:2]1[CH2:10][C:9]2[C:4](=[CH:5][C:6]([C:11]([C:13]3[CH:14]=[C:15]([NH:19][C:20]([C:22]4[N:23]([CH2:28][CH3:29])[N:24]=[C:25]([CH3:27])[CH:26]=4)=[O:21])[CH:16]=[CH:17][CH:18]=3)=[O:12])=[CH:7][CH:8]=2)[NH:3]1.[CH:30](OCC)=[O:31].[O-]CC.[Na+].Cl. Product: [OH:31][CH:30]=[C:10]1[C:9]2[C:4](=[CH:5][C:6]([C:11]([C:13]3[CH:14]=[C:15]([NH:19][C:20]([C:22]4[N:23]([CH2:28][CH3:29])[N:24]=[C:25]([CH3:27])[CH:26]=4)=[O:21])[CH:16]=[CH:17][CH:18]=3)=[O:12])=[CH:7][CH:8]=2)[NH:3][C:2]1=[O:1]. The catalyst class is: 8. (2) Reactant: [C:1]([O:5][C:6]([CH:8]1[CH2:13][CH2:12][N:11]([C:14]2[CH:24]=[CH:23][C:17]([C:18]([O:20][CH2:21][CH3:22])=[O:19])=[C:16]([Cl:25])[N:15]=2)[CH2:10][CH2:9]1)=[O:7])([CH3:4])([CH3:3])[CH3:2].[Cl:26]N1C(=O)CCC1=O. Product: [C:1]([O:5][C:6]([CH:8]1[CH2:13][CH2:12][N:11]([C:14]2[C:24]([Cl:26])=[CH:23][C:17]([C:18]([O:20][CH2:21][CH3:22])=[O:19])=[C:16]([Cl:25])[N:15]=2)[CH2:10][CH2:9]1)=[O:7])([CH3:2])([CH3:3])[CH3:4]. The catalyst class is: 10. (3) The catalyst class is: 2. Product: [Cl:26][C:27]1[CH:35]=[CH:34][CH:33]=[C:32]([C:36]([F:37])([F:38])[F:39])[C:28]=1[C:29]([NH:25][C:22]1[CH:23]=[CH:24][C:7]2[O:6][CH:5]([CH2:4][O:3][CH2:1][CH3:2])[CH2:10][N:9]([S:11]([C:14]3[CH:15]=[CH:16][C:17]([F:20])=[CH:18][CH:19]=3)(=[O:12])=[O:13])[C:8]=2[CH:21]=1)=[O:30]. Reactant: [CH2:1]([O:3][CH2:4][CH:5]1[CH2:10][N:9]([S:11]([C:14]2[CH:19]=[CH:18][C:17]([F:20])=[CH:16][CH:15]=2)(=[O:13])=[O:12])[C:8]2[CH:21]=[C:22]([NH2:25])[CH:23]=[CH:24][C:7]=2[O:6]1)[CH3:2].[Cl:26][C:27]1[CH:35]=[CH:34][CH:33]=[C:32]([C:36]([F:39])([F:38])[F:37])[C:28]=1[C:29](Cl)=[O:30].CCN(C(C)C)C(C)C.